This data is from NCI-60 drug combinations with 297,098 pairs across 59 cell lines. The task is: Regression. Given two drug SMILES strings and cell line genomic features, predict the synergy score measuring deviation from expected non-interaction effect. (1) Drug 1: CCC1(CC2CC(C3=C(CCN(C2)C1)C4=CC=CC=C4N3)(C5=C(C=C6C(=C5)C78CCN9C7C(C=CC9)(C(C(C8N6C=O)(C(=O)OC)O)OC(=O)C)CC)OC)C(=O)OC)O.OS(=O)(=O)O. Drug 2: CC12CCC3C(C1CCC2OP(=O)(O)O)CCC4=C3C=CC(=C4)OC(=O)N(CCCl)CCCl.[Na+]. Cell line: PC-3. Synergy scores: CSS=14.4, Synergy_ZIP=0.884, Synergy_Bliss=3.43, Synergy_Loewe=3.64, Synergy_HSA=2.70. (2) Drug 1: C1CN1P(=S)(N2CC2)N3CC3. Drug 2: CC1=C(C(=O)C2=C(C1=O)N3CC4C(C3(C2COC(=O)N)OC)N4)N. Cell line: RXF 393. Synergy scores: CSS=4.94, Synergy_ZIP=0.00717, Synergy_Bliss=0.273, Synergy_Loewe=-2.49, Synergy_HSA=-0.292. (3) Drug 1: CN(C)C1=NC(=NC(=N1)N(C)C)N(C)C. Drug 2: CC1C(C(CC(O1)OC2CC(CC3=C2C(=C4C(=C3O)C(=O)C5=CC=CC=C5C4=O)O)(C(=O)C)O)N)O. Cell line: CCRF-CEM. Synergy scores: CSS=36.5, Synergy_ZIP=-1.09, Synergy_Bliss=-3.24, Synergy_Loewe=-21.8, Synergy_HSA=-1.36. (4) Drug 1: CS(=O)(=O)C1=CC(=C(C=C1)C(=O)NC2=CC(=C(C=C2)Cl)C3=CC=CC=N3)Cl. Drug 2: CCC1(CC2CC(C3=C(CCN(C2)C1)C4=CC=CC=C4N3)(C5=C(C=C6C(=C5)C78CCN9C7C(C=CC9)(C(C(C8N6C=O)(C(=O)OC)O)OC(=O)C)CC)OC)C(=O)OC)O.OS(=O)(=O)O. Cell line: HOP-62. Synergy scores: CSS=21.1, Synergy_ZIP=6.45, Synergy_Bliss=10.0, Synergy_Loewe=2.04, Synergy_HSA=7.97. (5) Drug 1: C1CC(=O)NC(=O)C1N2CC3=C(C2=O)C=CC=C3N. Cell line: HCC-2998. Synergy scores: CSS=1.32, Synergy_ZIP=3.19, Synergy_Bliss=5.19, Synergy_Loewe=2.79, Synergy_HSA=2.11. Drug 2: COC1=C2C(=CC3=C1OC=C3)C=CC(=O)O2. (6) Drug 1: CC1=C2C(C(=O)C3(C(CC4C(C3C(C(C2(C)C)(CC1OC(=O)C(C(C5=CC=CC=C5)NC(=O)C6=CC=CC=C6)O)O)OC(=O)C7=CC=CC=C7)(CO4)OC(=O)C)O)C)OC(=O)C. Drug 2: CN(C(=O)NC(C=O)C(C(C(CO)O)O)O)N=O. Cell line: HT29. Synergy scores: CSS=40.4, Synergy_ZIP=0.952, Synergy_Bliss=-3.11, Synergy_Loewe=-9.07, Synergy_HSA=-3.67. (7) Drug 2: CC1C(C(CC(O1)OC2CC(CC3=C2C(=C4C(=C3O)C(=O)C5=CC=CC=C5C4=O)O)(C(=O)C)O)N)O. Cell line: MALME-3M. Drug 1: COCCOC1=C(C=C2C(=C1)C(=NC=N2)NC3=CC=CC(=C3)C#C)OCCOC.Cl. Synergy scores: CSS=62.0, Synergy_ZIP=0.0351, Synergy_Bliss=2.40, Synergy_Loewe=3.28, Synergy_HSA=4.74. (8) Drug 1: C1CN1P(=S)(N2CC2)N3CC3. Drug 2: CC1C(C(CC(O1)OC2CC(CC3=C2C(=C4C(=C3O)C(=O)C5=CC=CC=C5C4=O)O)(C(=O)C)O)N)O. Cell line: NCI-H226. Synergy scores: CSS=48.5, Synergy_ZIP=-4.70, Synergy_Bliss=-1.54, Synergy_Loewe=2.08, Synergy_HSA=3.05.